From a dataset of Forward reaction prediction with 1.9M reactions from USPTO patents (1976-2016). Predict the product of the given reaction. (1) Given the reactants Br[CH2:2][C:3]([C:5]1[CH:10]=[CH:9][C:8]([Cl:11])=[C:7]([F:12])[CH:6]=1)=[O:4].[N-:13]=[C:14]=[S:15].[K+], predict the reaction product. The product is: [Cl:11][C:8]1[CH:9]=[CH:10][C:5]([C:3](=[O:4])[CH2:2][S:15][C:14]#[N:13])=[CH:6][C:7]=1[F:12]. (2) The product is: [F:1][C:2]1[C:3]([NH:10][CH2:11][C:12]2[CH:17]=[C:16]([C:18]3[CH:23]=[CH:22][CH:21]=[C:20]([F:24])[CH:19]=3)[CH:15]=[C:14]([F:25])[CH:13]=2)=[C:4]([F:9])[CH:5]=[CH:6][C:7]=1[OH:8]. Given the reactants [F:1][C:2]1[C:7]([OH:8])=[CH:6][CH:5]=[C:4]([F:9])[C:3]=1[NH:10][C:11](=O)[C:12]1[CH:17]=[C:16]([C:18]2[CH:23]=[CH:22][CH:21]=[C:20]([F:24])[CH:19]=2)[CH:15]=[C:14]([F:25])[CH:13]=1, predict the reaction product. (3) Given the reactants [Br:1][C:2]1[CH:7]=[CH:6][C:5]([CH2:8][CH2:9][NH2:10])=[CH:4][CH:3]=1.C(N(CC)CC)C.[C:18](O[C:18]([O:20][C:21]([CH3:24])([CH3:23])[CH3:22])=[O:19])([O:20][C:21]([CH3:24])([CH3:23])[CH3:22])=[O:19], predict the reaction product. The product is: [Br:1][C:2]1[CH:7]=[CH:6][C:5]([CH2:8][CH2:9][NH:10][C:18](=[O:19])[O:20][C:21]([CH3:24])([CH3:23])[CH3:22])=[CH:4][CH:3]=1. (4) Given the reactants [Cl:1][C:2]1[CH:3]=[C:4]([CH:9]2[CH2:13][NH:12][CH2:11][CH:10]2[N:14]([CH3:25])[C:15](=[O:24])[CH2:16][C:17]2[CH:22]=[CH:21][C:20]([F:23])=[CH:19][CH:18]=2)[CH:5]=[CH:6][C:7]=1[Cl:8].[CH3:26][C:27]1[N:32]=[N:31][CH:30]=[C:29]([C:33](O)=[O:34])[CH:28]=1, predict the reaction product. The product is: [Cl:1][C:2]1[CH:3]=[C:4]([CH:9]2[CH2:13][N:12]([C:33]([C:29]3[CH:28]=[C:27]([CH3:26])[N:32]=[N:31][CH:30]=3)=[O:34])[CH2:11][CH:10]2[N:14]([CH3:25])[C:15](=[O:24])[CH2:16][C:17]2[CH:18]=[CH:19][C:20]([F:23])=[CH:21][CH:22]=2)[CH:5]=[CH:6][C:7]=1[Cl:8].